This data is from Full USPTO retrosynthesis dataset with 1.9M reactions from patents (1976-2016). The task is: Predict the reactants needed to synthesize the given product. (1) Given the product [O:14]1[CH:15]=[CH:16][C:12]([C:3]2[CH:4]=[CH:5][CH:6]=[CH:7][C:2]=2[Cl:1])=[CH:13]1, predict the reactants needed to synthesize it. The reactants are: [Cl:1][C:2]1[CH:7]=[CH:6][CH:5]=[CH:4][C:3]=1B(O)O.Br[C:12]1[CH:16]=[CH:15][O:14][CH:13]=1. (2) Given the product [C:10]1([CH2:16][CH2:17][O:18][CH2:19][C:20]2[CH:21]=[CH:22][CH:23]=[CH:24][CH:25]=2)[CH2:15][CH2:14][CH:13]=[CH:12][CH:11]=1, predict the reactants needed to synthesize it. The reactants are: C1(S([C:10]2([CH2:16][CH2:17][O:18][CH2:19][C:20]3[CH:25]=[CH:24][CH:23]=[CH:22][CH:21]=3)[CH2:15][CH2:14][CH2:13][CH:12]=[CH:11]2)(=O)=O)C=CC=CC=1.CC(C)([O-])C.[K+]. (3) Given the product [CH2:1]([N:8]1[CH2:9][CH2:10][CH:11]([N:14]2[C:36](=[O:37])[C:35]([CH2:34][C:31]3[CH:32]=[CH:33][C:28]([C:23]4[C:22]([C:20]#[N:21])=[CH:27][CH:26]=[CH:25][CH:24]=4)=[CH:29][CH:30]=3)=[C:41]([CH2:42][CH2:43][CH3:44])[N:19]3[N:18]=[CH:17][N:16]=[C:15]23)[CH2:12][CH2:13]1)[C:2]1[CH:7]=[CH:6][CH:5]=[CH:4][CH:3]=1, predict the reactants needed to synthesize it. The reactants are: [CH2:1]([N:8]1[CH2:13][CH2:12][CH:11]([NH:14][C:15]2[NH:19][N:18]=[CH:17][N:16]=2)[CH2:10][CH2:9]1)[C:2]1[CH:7]=[CH:6][CH:5]=[CH:4][CH:3]=1.[C:20]([C:22]1[CH:27]=[CH:26][CH:25]=[CH:24][C:23]=1[C:28]1[CH:33]=[CH:32][C:31]([CH2:34][CH:35]([C:41](=O)[CH2:42][CH2:43][CH3:44])[C:36](OCC)=[O:37])=[CH:30][CH:29]=1)#[N:21]. (4) Given the product [C:29]([O:28][C:26](=[O:27])[C@H:25]([NH:22][C:23]([O:21][C:15]1[CH:16]=[C:17]([F:20])[CH:18]=[CH:19][C:14]=1/[CH:13]=[C:9]1\[C:10](=[O:12])[N:11]=[C:7]([N:1]2[CH2:6][CH2:5][CH2:4][CH2:3][NH:2]2)[S:8]\1)=[O:24])[CH:33]([CH3:34])[CH3:35])([CH3:31])([CH3:32])[CH3:30], predict the reactants needed to synthesize it. The reactants are: [N:1]1([C:7]2[S:8]/[C:9](=[CH:13]\[C:14]3[CH:19]=[CH:18][C:17]([F:20])=[CH:16][C:15]=3[OH:21])/[C:10](=[O:12])[N:11]=2)[CH2:6][CH2:5][CH2:4][CH2:3][NH:2]1.[N:22]([C@H:25]([CH:33]([CH3:35])[CH3:34])[C:26]([O:28][C:29]([CH3:32])([CH3:31])[CH3:30])=[O:27])=[C:23]=[O:24]. (5) Given the product [P:47]([OH:51])([OH:50])([OH:49])=[O:48].[P:47]([OH:51])([OH:50])([OH:49])=[O:48].[F:1][C:2]1[CH:3]=[C:4]([NH:31][C:32]([C:34]2([C:37]([NH:39][C:40]3[CH:41]=[CH:42][C:43]([F:46])=[CH:44][CH:45]=3)=[O:38])[CH2:36][CH2:35]2)=[O:33])[CH:5]=[CH:6][C:7]=1[O:8][C:9]1[C:18]2[C:13](=[CH:14][C:15]([O:21][CH2:22][CH2:23][CH2:24][N:25]3[CH2:30][CH2:29][O:28][CH2:27][CH2:26]3)=[C:16]([O:19][CH3:20])[CH:17]=2)[N:12]=[CH:11][CH:10]=1, predict the reactants needed to synthesize it. The reactants are: [F:1][C:2]1[CH:3]=[C:4]([NH:31][C:32]([C:34]2([C:37]([NH:39][C:40]3[CH:45]=[CH:44][C:43]([F:46])=[CH:42][CH:41]=3)=[O:38])[CH2:36][CH2:35]2)=[O:33])[CH:5]=[CH:6][C:7]=1[O:8][C:9]1[C:18]2[C:13](=[CH:14][C:15]([O:21][CH2:22][CH2:23][CH2:24][N:25]3[CH2:30][CH2:29][O:28][CH2:27][CH2:26]3)=[C:16]([O:19][CH3:20])[CH:17]=2)[N:12]=[CH:11][CH:10]=1.[P:47](=[O:51])([OH:50])([OH:49])[OH:48].